The task is: Predict the product of the given reaction.. This data is from Forward reaction prediction with 1.9M reactions from USPTO patents (1976-2016). Given the reactants Br[C:2]1[C:3]([NH:8][C:9]2[S:10][CH:11]=[C:12]([CH3:14])[N:13]=2)=[N:4][CH:5]=[CH:6][CH:7]=1.[Cl:15][C:16]1[CH:21]=[CH:20][CH:19]=[CH:18][C:17]=1[SH:22], predict the reaction product. The product is: [ClH:15].[Cl:15][C:16]1[CH:21]=[CH:20][CH:19]=[CH:18][C:17]=1[S:22][C:2]1[C:3]([NH:8][C:9]2[S:10][CH:11]=[C:12]([CH3:14])[N:13]=2)=[N:4][CH:5]=[CH:6][CH:7]=1.